This data is from Forward reaction prediction with 1.9M reactions from USPTO patents (1976-2016). The task is: Predict the product of the given reaction. (1) Given the reactants [C:1]([O:5][C:6](=[O:23])[CH2:7][C@@H:8]1[CH2:11][C@H:10]([C:12]([O:14][C@H](C2C=CC=CC=2)C)=[O:13])[CH2:9]1)([CH3:4])([CH3:3])[CH3:2], predict the reaction product. The product is: [C:1]([O:5][C:6](=[O:23])[CH2:7][C@@H:8]1[CH2:9][C@H:10]([C:12]([OH:14])=[O:13])[CH2:11]1)([CH3:4])([CH3:2])[CH3:3]. (2) Given the reactants [Cl:1][C:2]1[CH:3]=[N:4][C:5]2[N:6]([N:8]=[C:9]([C:11]([OH:13])=O)[CH:10]=2)[CH:7]=1.[CH2:14]([CH:16]1[C:21]2[CH:22]=[CH:23][S:24][C:20]=2[CH2:19][CH2:18][NH:17]1)[CH3:15], predict the reaction product. The product is: [Cl:1][C:2]1[CH:3]=[N:4][C:5]2[N:6]([N:8]=[C:9]([C:11]([N:17]3[CH2:18][CH2:19][C:20]4[S:24][CH:23]=[CH:22][C:21]=4[CH:16]3[CH2:14][CH3:15])=[O:13])[CH:10]=2)[CH:7]=1.